From a dataset of Full USPTO retrosynthesis dataset with 1.9M reactions from patents (1976-2016). Predict the reactants needed to synthesize the given product. (1) Given the product [F:36][C:10]1[CH:11]=[C:12]([C:15]2[O:16][C:17]3[CH:23]=[C:22]([O:24][CH2:25][C@@H:26]([NH:28][C:29](=[O:35])[O:30][C:31]([CH3:34])([CH3:33])[CH3:32])[CH3:27])[CH:21]=[CH:20][C:18]=3[N:19]=2)[CH:13]=[CH:14][C:9]=1[O:8][CH2:1][C:2](=[O:40])[CH3:7], predict the reactants needed to synthesize it. The reactants are: [CH2:1]([O:8][C:9]1[CH:14]=[CH:13][C:12]([C:15]2[O:16][C:17]3[CH:23]=[C:22]([O:24][CH2:25][C@@H:26]([NH:28][C:29](=[O:35])[O:30][C:31]([CH3:34])([CH3:33])[CH3:32])[CH3:27])[CH:21]=[CH:20][C:18]=3[N:19]=2)=[CH:11][C:10]=1[F:36])[C:2]1[CH:7]=CC=CC=1.C1C[O:40]CC1. (2) Given the product [C:23]([C:22]1[CH:25]=[C:18]([S:17][C:4]2[N:5]([CH2:10][C:11]3[CH:16]=[CH:15][CH:14]=[CH:13][N:12]=3)[C:6]([CH2:8][O:9][C:30](=[O:31])[NH2:32])=[N:7][C:3]=2[CH2:1][CH3:2])[CH:19]=[C:20]([C:26]#[N:27])[CH:21]=1)#[N:24], predict the reactants needed to synthesize it. The reactants are: [CH2:1]([C:3]1[N:7]=[C:6]([CH2:8][OH:9])[N:5]([CH2:10][C:11]2[CH:16]=[CH:15][CH:14]=[CH:13][N:12]=2)[C:4]=1[S:17][C:18]1[CH:19]=[C:20]([C:26]#[N:27])[CH:21]=[C:22]([CH:25]=1)[C:23]#[N:24])[CH3:2].ClC(Cl)(Cl)[C:30]([N:32]=C=O)=[O:31]. (3) Given the product [CH3:19][C:17]([C:20]1[NH:31][C:23]2=[N:24][CH:25]=[CH:26][C:27]([C:2]3[CH:7]=[N:6][C:5]([S:8]([N:11]4[CH2:15][CH2:14][CH2:13][CH2:12]4)(=[O:10])=[O:9])=[CH:4][CH:3]=3)=[C:22]2[CH:21]=1)([CH3:16])[CH3:18], predict the reactants needed to synthesize it. The reactants are: Br[C:2]1[CH:3]=[CH:4][C:5]([S:8]([N:11]2[CH2:15][CH2:14][CH2:13][CH2:12]2)(=[O:10])=[O:9])=[N:6][CH:7]=1.[CH3:16][C:17]([C:20]1[NH:31][C:23]2=[N:24][CH:25]=[CH:26][C:27](B(O)O)=[C:22]2[CH:21]=1)([CH3:19])[CH3:18].C(=O)(O)[O-].[Na+]. (4) Given the product [C:14]([O:18][C:19](=[O:20])[NH:21][CH3:22])([CH3:17])([CH3:16])[CH3:15], predict the reactants needed to synthesize it. The reactants are: N1CCC[C@H]1C1C=C(C=O)C=NC=1.[C:14]([O:18][C:19]([N:21](C)[C@@H:22](C)C(N[C@@H](C1CCCCC1)C(O)=O)=O)=[O:20])([CH3:17])([CH3:16])[CH3:15].O.[Cl-].COC1N=C(OC)N=C([N+]2(C)CCOCC2)N=1. (5) Given the product [CH2:1]([C@H:8]([NH:24][C:25](=[O:35])[C:26]1[CH:34]=[CH:33][CH:32]=[C:28]([C:29]([N:65]2[CH2:66][CH2:67][CH2:68][CH:64]2[C:61]2[CH:62]=[CH:63][C:58]([CH3:69])=[CH:59][CH:60]=2)=[O:31])[CH:27]=1)[C@H:9]([OH:23])[CH2:10][NH:11][CH2:12][C:13]1[CH:18]=[CH:17][CH:16]=[C:15]([C:19]([F:21])([F:22])[F:20])[CH:14]=1)[C:2]1[CH:3]=[CH:4][CH:5]=[CH:6][CH:7]=1, predict the reactants needed to synthesize it. The reactants are: [CH2:1]([C@H:8]([NH:24][C:25](=[O:35])[C:26]1[CH:27]=[C:28]([CH:32]=[CH:33][CH:34]=1)[C:29]([OH:31])=O)[C@H:9]([OH:23])[CH2:10][NH:11][CH2:12][C:13]1[CH:18]=[CH:17][CH:16]=[C:15]([C:19]([F:22])([F:21])[F:20])[CH:14]=1)[C:2]1[CH:7]=[CH:6][CH:5]=[CH:4][CH:3]=1.CN(C(ON1N=NC2C=CC=CC1=2)=[N+](C)C)C.[B-](F)(F)(F)F.[C:58]1([CH3:69])[CH:63]=[CH:62][C:61]([CH:64]2[CH2:68][CH2:67][CH2:66][NH:65]2)=[CH:60][CH:59]=1.CCN(C(C)C)C(C)C. (6) Given the product [Cl:12][C:4]1[CH:3]=[C:2]([CH2:59][C:60]#[N:61])[CH:10]=[C:9]([Cl:11])[C:5]=1[N:6]([CH3:8])[CH3:7], predict the reactants needed to synthesize it. The reactants are: Br[C:2]1[CH:10]=[C:9]([Cl:11])[C:5]([N:6]([CH3:8])[CH3:7])=[C:4]([Cl:12])[CH:3]=1.CC1(C)C2C(=C(P(C3C=CC=CC=3)C3C=CC=CC=3)C=CC=2)OC2C(P(C3C=CC=CC=3)C3C=CC=CC=3)=CC=CC1=2.C[Si]([CH2:59][C:60]#[N:61])(C)C.O.